This data is from Forward reaction prediction with 1.9M reactions from USPTO patents (1976-2016). The task is: Predict the product of the given reaction. (1) Given the reactants I[CH:2]([OH:9])[C:3]1[CH:8]=[CH:7][CH:6]=[CH:5][CH:4]=1.[CH3:10][O:11][C:12]1[CH:17]=[CH:16][C:15]([C:18]2[CH:23]=[CH:22][C:21]([NH:24][C:25](=[O:28])[C:26]#[CH:27])=[CH:20][CH:19]=2)=[CH:14][CH:13]=1, predict the reaction product. The product is: [CH3:10][O:11][C:12]1[CH:13]=[CH:14][C:15]([C:18]2[CH:23]=[CH:22][C:21]([NH:24][C:25](=[O:28])[C:26]#[C:27][C:6]3[CH:7]=[CH:8][C:3]([CH2:2][OH:9])=[CH:4][CH:5]=3)=[CH:20][CH:19]=2)=[CH:16][CH:17]=1. (2) Given the reactants [C:1]([O:4][C@@H:5]1[C@H:9]([O:10][C:11](=[O:13])[CH3:12])[C@@H:8]([CH3:14])[O:7][C@H:6]1[N:15]1[CH:22]=[C:21]([F:23])[C:19]([NH2:20])=[N:18][C:16]1=[O:17])(=[O:3])[CH3:2].Cl[C:25]([O:27][CH2:28][CH2:29][CH:30]([CH3:47])[CH2:31][CH2:32][CH2:33][CH:34]([CH3:46])[CH2:35][CH2:36][CH2:37][CH:38]([CH3:45])[CH2:39][CH2:40][CH2:41][CH:42]([CH3:44])[CH3:43])=[O:26].CO, predict the reaction product. The product is: [C:1]([O:4][C@@H:5]1[C@H:9]([O:10][C:11](=[O:13])[CH3:12])[C@@H:8]([CH3:14])[O:7][C@H:6]1[N:15]1[CH:22]=[C:21]([F:23])[C:19]([NH:20][C:25]([O:27][CH2:28][CH2:29][CH:30]([CH3:47])[CH2:31][CH2:32][CH2:33][CH:34]([CH3:46])[CH2:35][CH2:36][CH2:37][CH:38]([CH3:45])[CH2:39][CH2:40][CH2:41][CH:42]([CH3:44])[CH3:43])=[O:26])=[N:18][C:16]1=[O:17])(=[O:3])[CH3:2]. (3) Given the reactants [F:1][C:2]1[CH:3]=[C:4]2[N:10]=[CH:9][N:8]([CH2:11][C:12]3[CH:23]=[CH:22][C:15]4[N:16]=[C:17](S(C)=O)[S:18][C:14]=4[CH:13]=3)[C:5]2=[N:6][CH:7]=1.Cl.[NH2:25][C@@H:26]1[CH2:31][CH2:30][CH2:29][CH2:28][C@@H:27]1[OH:32].CCN(C(C)C)C(C)C, predict the reaction product. The product is: [F:1][C:2]1[CH:3]=[C:4]2[N:10]=[CH:9][N:8]([CH2:11][C:12]3[CH:23]=[CH:22][C:15]4[N:16]=[C:17]([NH:25][C@@H:26]5[CH2:31][CH2:30][CH2:29][CH2:28][C@@H:27]5[OH:32])[S:18][C:14]=4[CH:13]=3)[C:5]2=[N:6][CH:7]=1. (4) Given the reactants [O-:1][CH2:2]C.[Na+].[Br:5][C:6]1[C:7](Cl)=[N:8][CH:9]=[C:10]([N+:12]([O-:14])=[O:13])[CH:11]=1.[Cl-].[NH4+], predict the reaction product. The product is: [Br:5][C:6]1[C:7]([O:1][CH3:2])=[N:8][CH:9]=[C:10]([N+:12]([O-:14])=[O:13])[CH:11]=1. (5) Given the reactants [OH:1][C:2]([CH3:7])([CH3:6])[C:3](O)=[O:4].CCN=C=NCCCN(C)C.[ClH:19].C1C=CC2N(O)N=NC=2C=1.[C:30]1([C@H:40]([N:42]([CH2:50][CH:51]2[CH:55]([C:56]3[CH:61]=[CH:60][CH:59]=[CH:58][CH:57]=3)[CH2:54][NH:53][CH2:52]2)C(=O)OC(C)(C)C)[CH3:41])[C:39]2[C:34](=[CH:35][CH:36]=[CH:37][CH:38]=2)[CH:33]=[CH:32][CH:31]=1.C(=O)(O)[O-].[Na+], predict the reaction product. The product is: [ClH:19].[CH3:6][C:2]([OH:1])([CH3:7])[C:3]([N:53]1[CH2:54][CH:55]([C:56]2[CH:57]=[CH:58][CH:59]=[CH:60][CH:61]=2)[CH:51]([CH2:50][NH:42][C@@H:40]([C:30]2[C:39]3[C:34](=[CH:35][CH:36]=[CH:37][CH:38]=3)[CH:33]=[CH:32][CH:31]=2)[CH3:41])[CH2:52]1)=[O:4]. (6) Given the reactants Br.[OH:2][C@@H:3]1[C:12]2[CH:11]=[CH:10][N:9]3[CH:13]=[C:14]([CH3:16])[N:15]=[C:8]3[C:7]=2[NH:6][C@H:5]([C:17]2[CH:22]=[CH:21][CH:20]=[CH:19][CH:18]=2)[C@H:4]1[OH:23], predict the reaction product. The product is: [OH:2][C@H:3]1[C:12]2[CH:11]=[CH:10][N:9]3[CH:13]=[C:14]([CH3:16])[N:15]=[C:8]3[C:7]=2[NH:6][C@H:5]([C:17]2[CH:22]=[CH:21][CH:20]=[CH:19][CH:18]=2)[C@H:4]1[OH:23]. (7) Given the reactants [OH:1][CH2:2][CH2:3][O:4][CH2:5][CH2:6][O:7][CH2:8][CH2:9][O:10][C:11]1[N:16]=[CH:15][C:14](/[CH:17]=[CH:18]/[C:19]2[CH:24]=[CH:23][C:22]([N:25]([CH3:33])[C:26](=[O:32])[O:27][C:28]([CH3:31])([CH3:30])[CH3:29])=[CH:21][CH:20]=2)=[CH:13][CH:12]=1.[C:34]1(C)[C:35]([S:40](Cl)(=[O:42])=[O:41])=[CH:36][CH:37]=[CH:38][CH:39]=1.[CH2:45](N(CC)CC)C.O, predict the reaction product. The product is: [CH3:45][C:38]1[CH:39]=[CH:34][C:35]([S:40]([O:1][CH2:2][CH2:3][O:4][CH2:5][CH2:6][O:7][CH2:8][CH2:9][O:10][C:11]2[CH:12]=[CH:13][C:14](/[CH:17]=[CH:18]/[C:19]3[CH:20]=[CH:21][C:22]([N:25]([C:26]([O:27][C:28]([CH3:29])([CH3:30])[CH3:31])=[O:32])[CH3:33])=[CH:23][CH:24]=3)=[CH:15][N:16]=2)(=[O:41])=[O:42])=[CH:36][CH:37]=1. (8) Given the reactants [NH2:1][C:2]1[CH:3]=[C:4]([C:8]([C:10]2[C:14]3[CH:15]=[N:16][CH:17]=[C:18]([F:19])[C:13]=3[N:12]([C:20]([CH3:31])([CH3:30])[CH2:21][O:22][Si:23]([C:26]([CH3:29])([CH3:28])[CH3:27])([CH3:25])[CH3:24])[CH:11]=2)=[O:9])[CH:5]=[N:6][CH:7]=1.[F:32][C:33]([F:45])([F:44])[C:34]1[CH:35]=[C:36]([CH2:40][C:41](O)=[O:42])[CH:37]=[CH:38][CH:39]=1.CCN(C(C)C)C(C)C.C(P1(=O)OP(CCC)(=O)OP(CCC)(=O)O1)CC, predict the reaction product. The product is: [C:26]([Si:23]([CH3:24])([CH3:25])[O:22][CH2:21][C:20]([N:12]1[C:13]2[C:18]([F:19])=[CH:17][N:16]=[CH:15][C:14]=2[C:10]([C:8]([C:4]2[CH:3]=[C:2]([NH:1][C:41](=[O:42])[CH2:40][C:36]3[CH:37]=[CH:38][CH:39]=[C:34]([C:33]([F:44])([F:32])[F:45])[CH:35]=3)[CH:7]=[N:6][CH:5]=2)=[O:9])=[CH:11]1)([CH3:31])[CH3:30])([CH3:29])([CH3:28])[CH3:27].